Predict which catalyst facilitates the given reaction. From a dataset of Catalyst prediction with 721,799 reactions and 888 catalyst types from USPTO. Reactant: O=C1C=CC2C(=CC(O[CH2:13][CH2:14][NH:15][C:16](=[O:22])[O:17][C:18]([CH3:21])([CH3:20])[CH3:19])=CC=2)O1.[C:23](O)(C(F)(F)F)=O.CCN(C(C)C)C(C)C.F[B-](F)(F)F. Product: [CH2:14]([NH:15][C:16](=[O:22])[O:17][C:18]([CH3:21])([CH3:20])[CH3:19])[C:13]#[CH:23]. The catalyst class is: 34.